This data is from Forward reaction prediction with 1.9M reactions from USPTO patents (1976-2016). The task is: Predict the product of the given reaction. Given the reactants [CH2:1]([C:3]1[CH:8]=[CH:7][N:6]=[C:5]([CH:9]([CH2:30][C:31]2[CH:39]=[C:38]([CH3:40])[C:37]3[C:33](=[CH:34][N:35](COCC[Si](C)(C)C)[N:36]=3)[CH:32]=2)[CH2:10][C:11]([N:13]2[CH2:18][CH2:17][CH:16]([N:19]3[CH2:28][C:27]4[C:22](=[CH:23][CH:24]=[CH:25][CH:26]=4)[NH:21][C:20]3=[O:29])[CH2:15][CH2:14]2)=[O:12])[CH:4]=1)[CH3:2].[F-].C([N+](CCCC)(CCCC)CCCC)CCC, predict the reaction product. The product is: [CH2:1]([C:3]1[CH:8]=[CH:7][N:6]=[C:5]([CH:9]([CH2:30][C:31]2[CH:32]=[C:33]3[C:37](=[C:38]([CH3:40])[CH:39]=2)[NH:36][N:35]=[CH:34]3)[CH2:10][C:11]([N:13]2[CH2:14][CH2:15][CH:16]([N:19]3[CH2:28][C:27]4[C:22](=[CH:23][CH:24]=[CH:25][CH:26]=4)[NH:21][C:20]3=[O:29])[CH2:17][CH2:18]2)=[O:12])[CH:4]=1)[CH3:2].